Dataset: Full USPTO retrosynthesis dataset with 1.9M reactions from patents (1976-2016). Task: Predict the reactants needed to synthesize the given product. (1) Given the product [CH3:1][O:2][C:3](=[O:35])[CH2:4][CH:5]1[C:14]2[C:9](=[C:10]([F:15])[CH:11]=[CH:12][CH:13]=2)[N:8]=[C:7]([C:16]2[CH:21]=[CH:20][C:19]([C:40]3[CH:41]=[CH:42][C:37]([F:36])=[CH:38][CH:39]=3)=[CH:18][CH:17]=2)[N:6]1[C:23]1[CH:28]=[C:27]([C:29]([F:32])([F:31])[F:30])[CH:26]=[CH:25][C:24]=1[O:33][CH3:34], predict the reactants needed to synthesize it. The reactants are: [CH3:1][O:2][C:3](=[O:35])[CH2:4][CH:5]1[C:14]2[C:9](=[C:10]([F:15])[CH:11]=[CH:12][CH:13]=2)[N:8]=[C:7]([C:16]2[CH:21]=[CH:20][C:19](Br)=[CH:18][CH:17]=2)[N:6]1[C:23]1[CH:28]=[C:27]([C:29]([F:32])([F:31])[F:30])[CH:26]=[CH:25][C:24]=1[O:33][CH3:34].[F:36][C:37]1[CH:42]=[CH:41][C:40](B(O)O)=[CH:39][CH:38]=1.C(=O)([O-])[O-].[Na+].[Na+]. (2) Given the product [CH2:6]([N:13]1[CH2:18][CH2:17][N:16]([S:2]([CH3:1])(=[O:4])=[O:3])[CH2:15][CH2:14]1)[C:7]1[CH:8]=[CH:9][CH:10]=[CH:11][CH:12]=1, predict the reactants needed to synthesize it. The reactants are: [CH3:1][S:2](Cl)(=[O:4])=[O:3].[CH2:6]([N:13]1[CH2:18][CH2:17][NH:16][CH2:15][CH2:14]1)[C:7]1[CH:12]=[CH:11][CH:10]=[CH:9][CH:8]=1.C(N(CC)CC)C.